From a dataset of Peptide-MHC class II binding affinity with 134,281 pairs from IEDB. Regression. Given a peptide amino acid sequence and an MHC pseudo amino acid sequence, predict their binding affinity value. This is MHC class II binding data. (1) The peptide sequence is DPWFAHGTPMPKIQNVSSSD. The MHC is DRB1_0701 with pseudo-sequence DRB1_0701. The binding affinity (normalized) is 0. (2) The peptide sequence is TNILLNVPLRGTIVT. The MHC is DRB1_0301 with pseudo-sequence DRB1_0301. The binding affinity (normalized) is 0.538. (3) The peptide sequence is REALAQTHSAIAVII. The MHC is DRB1_0901 with pseudo-sequence DRB1_0901. The binding affinity (normalized) is 0.868. (4) The peptide sequence is WQTLSAALDAQAVEL. The MHC is DRB3_0101 with pseudo-sequence DRB3_0101. The binding affinity (normalized) is 0.472. (5) The MHC is HLA-DPA10103-DPB10301 with pseudo-sequence HLA-DPA10103-DPB10301. The binding affinity (normalized) is 0.133. The peptide sequence is YAKMRSAHTNDVKQL. (6) The peptide sequence is ISGYNFSLGAAVKAG. The MHC is DRB1_0404 with pseudo-sequence DRB1_0404. The binding affinity (normalized) is 0.593. (7) The peptide sequence is EAGKATTEEQKLIED. The MHC is DRB1_1302 with pseudo-sequence DRB1_1302. The binding affinity (normalized) is 0.